Dataset: Full USPTO retrosynthesis dataset with 1.9M reactions from patents (1976-2016). Task: Predict the reactants needed to synthesize the given product. (1) The reactants are: CC1C=CC=C([N+]([O-])=O)C=1C(OC(C1C([N+]([O-])=O)=CC=CC=1C)=O)=O.[C:26]([O:30][C:31]([NH:33][C@@H:34]([CH2:38][CH2:39][O:40][C@@H:41]([C@@H:50]([CH2:54][C:55]1[CH:60]=[CH:59][C:58]([F:61])=[CH:57][CH:56]=1)[C@@H:51](O)[CH3:52])[CH2:42][CH2:43][C:44]1[CH:49]=[CH:48][CH:47]=[CH:46][CH:45]=1)[C:35]([OH:37])=[O:36])=[O:32])([CH3:29])([CH3:28])[CH3:27]. Given the product [F:61][C:58]1[CH:59]=[CH:60][C:55]([CH2:54][C@H:50]2[C@H:51]([CH3:52])[O:37][C:35](=[O:36])[C@@H:34]([NH:33][C:31](=[O:32])[O:30][C:26]([CH3:29])([CH3:28])[CH3:27])[CH2:38][CH2:39][O:40][C@@H:41]2[CH2:42][CH2:43][C:44]2[CH:49]=[CH:48][CH:47]=[CH:46][CH:45]=2)=[CH:56][CH:57]=1, predict the reactants needed to synthesize it. (2) The reactants are: [Cl:1][C:2]1[N:7]=[C:6](Cl)[N:5]=[C:4]([O:9][CH3:10])[N:3]=1.[CH2:11]([O:18][C:19]1[CH:24]=[CH:23][C:22](B(O)O)=[CH:21][CH:20]=1)[C:12]1[CH:17]=[CH:16][CH:15]=[CH:14][CH:13]=1. Given the product [CH2:11]([O:18][C:19]1[CH:24]=[CH:23][C:22]([C:6]2[N:7]=[C:2]([Cl:1])[N:3]=[C:4]([O:9][CH3:10])[N:5]=2)=[CH:21][CH:20]=1)[C:12]1[CH:17]=[CH:16][CH:15]=[CH:14][CH:13]=1, predict the reactants needed to synthesize it. (3) Given the product [Cl:1][C:2]1[CH:10]=[CH:9][C:5]([C:6]([NH:11][CH2:12][C:13]2[S:14][CH:15]=[CH:16][CH:17]=2)=[O:7])=[CH:4][CH:3]=1, predict the reactants needed to synthesize it. The reactants are: [Cl:1][C:2]1[CH:10]=[CH:9][C:5]([C:6](Cl)=[O:7])=[CH:4][CH:3]=1.[NH2:11][CH2:12][C:13]1[S:14][CH:15]=[CH:16][CH:17]=1.CCN(C(C)C)C(C)C. (4) Given the product [CH:32]1([CH2:31][O:30][C:22]2[CH:23]=[C:24]([F:29])[C:25]([O:27][CH3:28])=[CH:26][C:21]=2[C:20]2[C:15]3[NH:14][C:13]([CH3:35])=[C:12]([C:10]([NH:9][C@H:6]4[CH2:7][CH2:8][C@@H:3]([NH:2][C:41](=[O:42])[C@@H:40]([OH:39])[CH3:44])[CH2:4][CH2:5]4)=[O:11])[C:16]=3[N:17]=[CH:18][N:19]=2)[CH2:34][CH2:33]1, predict the reactants needed to synthesize it. The reactants are: Cl.[NH2:2][C@@H:3]1[CH2:8][CH2:7][C@H:6]([NH:9][C:10]([C:12]2[C:16]3[N:17]=[CH:18][N:19]=[C:20]([C:21]4[CH:26]=[C:25]([O:27][CH3:28])[C:24]([F:29])=[CH:23][C:22]=4[O:30][CH2:31][CH:32]4[CH2:34][CH2:33]4)[C:15]=3[NH:14][C:13]=2[CH3:35])=[O:11])[CH2:5][CH2:4]1.C([O:39][C@@H:40]([CH3:44])[C:41](Cl)=[O:42])(=O)C. (5) The reactants are: [NH2:1][C@H:2]([C:7]([OH:9])=[O:8])[CH2:3][CH2:4]SC.C(O)[C@H]1[O:16][C@H:15]([O:17][C@]2(CO)O[C@H](CO)[C@@H](O)[C@@H]2O)[C@H](O)[C@@H](O)[C@@H]1O. Given the product [CH2:3]([CH:2]([NH2:1])[C:7]([OH:9])=[O:8])[CH2:4][C:15]([OH:17])=[O:16], predict the reactants needed to synthesize it. (6) Given the product [C:1]([NH:4][C:5]1[CH:10]=[CH:9][C:8]([C:11]2[CH:12]=[C:13]3[C:17](=[C:18]([C:20]([NH2:22])=[O:21])[CH:19]=2)[NH:16][N:15]=[C:14]3[CH:23]2[CH2:28][CH2:27][N:26]([S:44]([C:42]3[N:41]=[C:40]([CH3:48])[N:39]([CH3:38])[CH:43]=3)(=[O:46])=[O:45])[CH2:25][CH2:24]2)=[CH:7][CH:6]=1)(=[O:3])[CH3:2], predict the reactants needed to synthesize it. The reactants are: [C:1]([NH:4][C:5]1[CH:10]=[CH:9][C:8]([C:11]2[CH:12]=[C:13]3[C:17](=[C:18]([C:20]([NH2:22])=[O:21])[CH:19]=2)[NH:16][N:15]=[C:14]3[CH:23]2[CH2:28][CH2:27][NH:26][CH2:25][CH2:24]2)=[CH:7][CH:6]=1)(=[O:3])[CH3:2].C(N(C(C)C)CC)(C)C.[CH3:38][N:39]1[CH:43]=[C:42]([S:44](Cl)(=[O:46])=[O:45])[N:41]=[C:40]1[CH3:48]. (7) Given the product [Cl:23][C:5]1[C:6]([NH:8][C:9]2[CH:14]=[CH:13][CH:12]=[CH:11][C:10]=2[S:15]([N:18]2[CH2:22][CH2:21][CH2:20][CH2:19]2)(=[O:17])=[O:16])=[N:7][C:2]([NH:36][C:35]2[CH:34]=[CH:33][C:32]([CH2:31][N:28]3[CH2:27][CH2:26][N:25]([CH3:24])[CH2:30][CH2:29]3)=[CH:38][CH:37]=2)=[N:3][CH:4]=1, predict the reactants needed to synthesize it. The reactants are: Cl[C:2]1[N:7]=[C:6]([NH:8][C:9]2[CH:14]=[CH:13][CH:12]=[CH:11][C:10]=2[S:15]([N:18]2[CH2:22][CH2:21][CH2:20][CH2:19]2)(=[O:17])=[O:16])[C:5]([Cl:23])=[CH:4][N:3]=1.[CH3:24][N:25]1[CH2:30][CH2:29][N:28]([CH2:31][C:32]2[CH:38]=[CH:37][C:35]([NH2:36])=[CH:34][CH:33]=2)[CH2:27][CH2:26]1. (8) Given the product [C:35]([OH:38])(=[O:37])[C:22]([OH:2])=[O:23].[C:35]([OH:38])(=[O:37])[C:22]([OH:34])=[O:23].[CH3:1][O:2][C:3]1[CH:4]=[C:5]2[C:10](=[CH:11][CH:12]=1)[N:9]=[CH:8][CH:7]=[C:6]2[C@@H:13]([OH:21])[CH2:14][N:15]1[CH2:20][CH2:19][N:18]([CH2:33][CH2:32][CH2:31][CH2:30][C:24]2[CH:29]=[CH:28][CH:27]=[CH:26][CH:25]=2)[CH2:17][CH2:16]1, predict the reactants needed to synthesize it. The reactants are: [CH3:1][O:2][C:3]1[CH:4]=[C:5]2[C:10](=[CH:11][CH:12]=1)[N:9]=[CH:8][CH:7]=[C:6]2[C@@H:13]([OH:21])[CH2:14][N:15]1[CH2:20][CH2:19][NH:18][CH2:17][CH2:16]1.[CH3:22][OH:23].[C:24]1([CH2:30][CH2:31][CH2:32][CH:33]=[O:34])[CH:29]=[CH:28][CH:27]=[CH:26][CH:25]=1.[C:35]([O:38][BH-](OC(=O)C)OC(=O)C)(=[O:37])C.[Na+]. (9) Given the product [C:1]([N:10]([CH2:9][C:8]1[CH:14]=[CH:15][CH:16]=[C:6]([I:5])[CH:7]=1)[C:11]([NH:13][C:22]([O:21][C:17]([CH3:20])([CH3:18])[CH3:19])=[O:23])=[NH:12])([O:3][C:8]([CH3:14])([CH3:9])[CH3:7])=[O:4], predict the reactants needed to synthesize it. The reactants are: [C:1](=[O:4])([OH:3])O.[I:5][C:6]1[CH:7]=[C:8]([CH:14]=[CH:15][CH:16]=1)[CH2:9][NH:10][C:11]([NH2:13])=[NH:12].[C:17]([O:21][C:22](O[C:22]([O:21][C:17]([CH3:20])([CH3:19])[CH3:18])=[O:23])=[O:23])([CH3:20])([CH3:19])[CH3:18]. (10) Given the product [CH2:1]([O:3][C:4]([C:6]1[CH:7]=[N:8][N:9]2[C:14]([CH:15]3[CH2:20][CH2:19][CH2:18][CH2:17][CH2:16]3)=[C:13]([C:21]3[CH:26]=[CH:25][C:24]([C:34]4[CH:33]=[CH:32][CH:31]=[C:30]([O:29][CH3:28])[CH:35]=4)=[CH:23][CH:22]=3)[CH:12]=[N:11][C:10]=12)=[O:5])[CH3:2], predict the reactants needed to synthesize it. The reactants are: [CH2:1]([O:3][C:4]([C:6]1[CH:7]=[N:8][N:9]2[C:14]([CH:15]3[CH2:20][CH2:19][CH2:18][CH2:17][CH2:16]3)=[C:13]([C:21]3[CH:26]=[CH:25][C:24](I)=[CH:23][CH:22]=3)[CH:12]=[N:11][C:10]=12)=[O:5])[CH3:2].[CH3:28][O:29][C:30]1[CH:31]=[C:32](B(O)O)[CH:33]=[CH:34][CH:35]=1.P([O-])([O-])([O-])=O.[K+].[K+].[K+].O1CCOCC1.